The task is: Predict the product of the given reaction.. This data is from Forward reaction prediction with 1.9M reactions from USPTO patents (1976-2016). (1) Given the reactants [Cl:1][C:2]1[CH:3]=[C:4]([NH:8][CH2:9][C:10]2[C:19]3[C:14](=[C:15]([F:20])[CH:16]=[CH:17][CH:18]=3)[NH:13][C:12](=[O:21])[C:11]=2[F:22])[CH:5]=[CH:6][CH:7]=1.[CH3:23][C:24]1[N:25]=[CH:26][S:27][C:28]=1[C:29](O)=[O:30], predict the reaction product. The product is: [Cl:1][C:2]1[CH:3]=[C:4]([N:8]([CH2:9][C:10]2[C:19]3[C:14](=[C:15]([F:20])[CH:16]=[CH:17][CH:18]=3)[NH:13][C:12](=[O:21])[C:11]=2[F:22])[C:29]([C:28]2[S:27][CH:26]=[N:25][C:24]=2[CH3:23])=[O:30])[CH:5]=[CH:6][CH:7]=1. (2) Given the reactants CO[C:3](=[O:12])[C:4]1[CH:9]=[CH:8][CH:7]=[CH:6][C:5]=1[CH2:10]Br.[C:13]([O:17][C:18]([N:20]1[CH2:25][CH2:24][CH:23]([NH2:26])[CH2:22][CH2:21]1)=[O:19])([CH3:16])([CH3:15])[CH3:14], predict the reaction product. The product is: [C:13]([O:17][C:18]([N:20]1[CH2:25][CH2:24][CH:23]([N:26]2[CH2:10][C:5]3[C:4](=[CH:9][CH:8]=[CH:7][CH:6]=3)[C:3]2=[O:12])[CH2:22][CH2:21]1)=[O:19])([CH3:16])([CH3:14])[CH3:15]. (3) Given the reactants Br[C:2]1[CH:9]=[CH:8][C:5]([C:6]#[N:7])=[C:4]([CH3:10])[CH:3]=1.[B:11]1([B:11]2[O:15][C:14]([CH3:17])([CH3:16])[C:13]([CH3:19])([CH3:18])[O:12]2)[O:15][C:14]([CH3:17])([CH3:16])[C:13]([CH3:19])([CH3:18])[O:12]1.C([O-])(=O)C.[K+].C(Cl)Cl, predict the reaction product. The product is: [CH3:10][C:4]1[CH:3]=[C:2]([B:11]2[O:15][C:14]([CH3:17])([CH3:16])[C:13]([CH3:19])([CH3:18])[O:12]2)[CH:9]=[CH:8][C:5]=1[C:6]#[N:7]. (4) Given the reactants [CH:1]1([C:4]2[O:8][N:7]=[C:6]([C:9]3[CH:14]=[CH:13][CH:12]=[CH:11][C:10]=3[O:15][C:16]([F:19])([F:18])[F:17])[C:5]=2[CH2:20][O:21][CH:22]2[CH2:28][CH:27]3[N:29]([C:30]4[S:31][C:32]5[CH:38]=[C:37]([C:39]([OH:41])=O)[CH:36]=[CH:35][C:33]=5[N:34]=4)[CH:24]([CH2:25][CH2:26]3)[CH2:23]2)[CH2:3][CH2:2]1.Cl.[CH3:43][O:44][C:45](=[O:48])[CH2:46][NH2:47].F[P-](F)(F)(F)(F)F.N1(OC(N(C)C)=[N+](C)C)C2N=CC=CC=2N=N1.C(C(C(C)C)(CC)C([O-])=O)(C)C, predict the reaction product. The product is: [CH:1]1([C:4]2[O:8][N:7]=[C:6]([C:9]3[CH:14]=[CH:13][CH:12]=[CH:11][C:10]=3[O:15][C:16]([F:19])([F:17])[F:18])[C:5]=2[CH2:20][O:21][CH:22]2[CH2:23][CH:24]3[N:29]([C:30]4[S:31][C:32]5[CH:38]=[C:37]([C:39]([NH:47][CH2:46][C:45]([O:44][CH3:43])=[O:48])=[O:41])[CH:36]=[CH:35][C:33]=5[N:34]=4)[CH:27]([CH2:26][CH2:25]3)[CH2:28]2)[CH2:2][CH2:3]1. (5) Given the reactants Br[C:2]1[CH:3]=[C:4]2[C:8](=[CH:9][CH:10]=1)[N:7]([CH2:11][CH:12]([CH2:15][CH3:16])[CH2:13][CH3:14])[CH:6]=[CH:5]2.[F:17][C:18]([F:30])([F:29])[O:19][C:20]1[CH:25]=[CH:24][C:23](B(O)O)=[CH:22][CH:21]=1, predict the reaction product. The product is: [CH2:13]([CH:12]([CH2:15][CH3:16])[CH2:11][N:7]1[C:8]2[C:4](=[CH:3][C:2]([C:23]3[CH:22]=[CH:21][C:20]([O:19][C:18]([F:17])([F:29])[F:30])=[CH:25][CH:24]=3)=[CH:10][CH:9]=2)[CH:5]=[CH:6]1)[CH3:14]. (6) The product is: [Cl:19][C:17]1[CH:18]=[C:10]([C:3]#[C:2][CH2:1][N:4]2[CH2:8][CH2:7][CH2:6][CH2:5]2)[CH:11]=[C:12]2[C:16]=1[C:15](=[O:20])[N:14]([CH2:21][C:22]1[CH:27]=[CH:26][C:25]([O:28][C:29]3[CH:34]=[CH:33][CH:32]=[CH:31][CH:30]=3)=[CH:24][CH:23]=1)[CH2:13]2. Given the reactants [CH2:1]([N:4]1[CH2:8][CH2:7][CH2:6][CH2:5]1)[C:2]#[CH:3].Br[C:10]1[CH:11]=[C:12]2[C:16](=[C:17]([Cl:19])[CH:18]=1)[C:15](=[O:20])[N:14]([CH2:21][C:22]1[CH:27]=[CH:26][C:25]([O:28][C:29]3[CH:34]=[CH:33][CH:32]=[CH:31][CH:30]=3)=[CH:24][CH:23]=1)[CH2:13]2.C(Cl)(Cl)Cl.CO, predict the reaction product. (7) Given the reactants [N:1]1[CH:6]=[CH:5][C:4]([C:7]2[NH:8][C:9]3[C:14]([CH:15]=2)=[CH:13][CH:12]=[CH:11][CH:10]=3)=[CH:3][CH:2]=1.I[CH2:17][CH2:18][CH:19]1[CH2:27][C:26]2[C:21](=[CH:22][CH:23]=[CH:24][CH:25]=2)[CH2:20]1, predict the reaction product. The product is: [CH2:20]1[C:21]2[C:26](=[CH:25][CH:24]=[CH:23][CH:22]=2)[CH2:27][CH:19]1[CH2:18][CH2:17][N:1]1[CH2:2][CH:3]=[C:4]([C:7]2[NH:8][C:9]3[C:14]([CH:15]=2)=[CH:13][CH:12]=[CH:11][CH:10]=3)[CH2:5][CH2:6]1. (8) Given the reactants C([O:8][C:9]1[C:10]2[N:11]([C:18]([CH3:22])=[C:19]([CH3:21])[N:20]=2)[CH:12]=[C:13]([CH2:15][O:16][CH3:17])[CH:14]=1)C1C=CC=CC=1, predict the reaction product. The product is: [OH:8][C:9]1[C:10]2[N:11]([C:18]([CH3:22])=[C:19]([CH3:21])[N:20]=2)[CH:12]=[C:13]([CH2:15][O:16][CH3:17])[CH:14]=1.